Task: Predict the reaction yield, written as a fraction of the theoretical maximum amount of product (1.0 means a 100% yield; for example, 0.34 means a 34% yield).. Dataset: Reaction yield outcomes from USPTO patents with 853,638 reactions (1) The reactants are C([N-]C(C)C)(C)C.[Li+].[CH3:9][C:10](=[O:15])[CH2:11][C:12](=[O:14])[CH3:13].[N+:16]([C:19]1[CH:26]=[CH:25][C:22]([CH2:23]Br)=[CH:21][CH:20]=1)([O-:18])=[O:17]. The catalyst is O1CCCC1. The product is [N+:16]([C:19]1[CH:26]=[CH:25][C:22]([CH2:23][CH2:9][C:10](=[O:15])[CH2:11][C:12](=[O:14])[CH3:13])=[CH:21][CH:20]=1)([O-:18])=[O:17]. The yield is 0.520. (2) The reactants are [NH:1]1[C:5]2[CH:6]=[CH:7][C:8]([C:10]([OH:12])=O)=[CH:9][C:4]=2[N:3]=[N:2]1.[CH2:13]1[C@H:22]2[C@H:17]([CH2:18][CH2:19][C:20]3[CH:26]=[CH:25][CH:24]=[CH:23][C:21]=32)[NH:16][CH2:15][CH2:14]1.F[P-](F)(F)(F)(F)F.N1(OC(N(C)C)=[N+](C)C)C2N=CC=CC=2N=N1. No catalyst specified. The product is [NH:1]1[C:5]2[CH:6]=[CH:7][C:8]([C:10]([N:16]3[C@@H:17]4[C@@H:22]([C:21]5[CH:23]=[CH:24][CH:25]=[CH:26][C:20]=5[CH2:19][CH2:18]4)[CH2:13][CH2:14][CH2:15]3)=[O:12])=[CH:9][C:4]=2[N:3]=[N:2]1. The yield is 0.580. (3) The product is [Cl:2][C:3]1[CH:4]=[C:5]2[C:9](=[CH:10][CH:11]=1)[NH:8][CH:7]=[C:6]2[CH:12]1[CH2:17][CH2:16][N:15]([C:27]([C:24]2[CH:23]=[C:22]([CH2:21][C:20]3[CH:30]=[C:31]([F:34])[CH:32]=[CH:33][C:19]=3[F:18])[O:26][N:25]=2)=[O:28])[CH2:14][CH2:13]1. The catalyst is CN(C=O)C. The reactants are Cl.[Cl:2][C:3]1[CH:4]=[C:5]2[C:9](=[CH:10][CH:11]=1)[NH:8][CH:7]=[C:6]2[CH:12]1[CH2:17][CH2:16][NH:15][CH2:14][CH2:13]1.[F:18][C:19]1[CH:33]=[CH:32][C:31]([F:34])=[CH:30][C:20]=1[CH2:21][C:22]1[O:26][N:25]=[C:24]([C:27](O)=[O:28])[CH:23]=1.CN(C(ON1N=NC2C=CC=NC1=2)=[N+](C)C)C.F[P-](F)(F)(F)(F)F.C(N(CC)C(C)C)(C)C. The yield is 0.360. (4) The reactants are [C:1]([C:3]1[CH:8]=[CH:7][C:6]([NH:9][C:10](=[O:20])[CH2:11][NH:12]C(=O)OC(C)(C)C)=[C:5]([O:21][CH3:22])[CH:4]=1)#[N:2].[F:23][C:24]([F:29])([F:28])[C:25]([OH:27])=[O:26]. The catalyst is ClCCl. The product is [F:23][C:24]([F:29])([F:28])[C:25]([OH:27])=[O:26].[NH2:12][CH2:11][C:10]([NH:9][C:6]1[CH:7]=[CH:8][C:3]([C:1]#[N:2])=[CH:4][C:5]=1[O:21][CH3:22])=[O:20]. The yield is 0.770. (5) The reactants are C(OC(=O)[NH:7][C:8]1[CH:13]=[C:12]([O:14][CH3:15])[C:11]([CH2:16][N:17]2[CH2:22][CH2:21][O:20][CH2:19][CH2:18]2)=[C:10]([O:23][CH3:24])[C:9]=1[C:25](=[O:27])[NH2:26])(C)(C)C. The catalyst is CC(O)=O.Cl. The product is [NH2:7][C:8]1[C:9]([C:25]([NH2:26])=[O:27])=[C:10]([O:23][CH3:24])[C:11]([CH2:16][N:17]2[CH2:22][CH2:21][O:20][CH2:19][CH2:18]2)=[C:12]([O:14][CH3:15])[CH:13]=1. The yield is 0.890. (6) The yield is 0.590. The reactants are [OH:1][C:2]1[CH:9]=[C:8]([OH:10])[CH:7]=[CH:6][C:3]=1[CH:4]=O.C([O-])(=O)C.[Na+].[N+:16](CC)([O-])=O. The product is [OH:1][C:2]1[CH:9]=[C:8]([OH:10])[CH:7]=[CH:6][C:3]=1[C:4]#[N:16]. The catalyst is C(O)(=O)C. (7) The reactants are C1CCN2C(=NCCC2)CC1.[CH2:12](Br)[C:13]1[CH:18]=[CH:17][CH:16]=[CH:15][CH:14]=1.[C:20]([O:24][C:25]([N:27]1[CH2:31][CH2:30][C@@H:29]([C:32]([OH:34])=[O:33])[CH2:28]1)=[O:26])([CH3:23])([CH3:22])[CH3:21]. The catalyst is C1(C)C=CC=CC=1. The product is [N:27]1([C:25]([O:24][C:20]([CH3:23])([CH3:22])[CH3:21])=[O:26])[CH2:31][CH2:30][C@@H:29]([C:32]([O:34][CH2:12][C:13]2[CH:18]=[CH:17][CH:16]=[CH:15][CH:14]=2)=[O:33])[CH2:28]1. The yield is 0.870.